From a dataset of Full USPTO retrosynthesis dataset with 1.9M reactions from patents (1976-2016). Predict the reactants needed to synthesize the given product. (1) Given the product [F:1][C:2]1[CH:3]=[C:4]([N:9]2[CH:17]=[N:16][C:15]3[C:10]2=[N:11][C:12]([NH:18][C@@H:19]2[CH2:23][CH2:22][C@@H:21]([C:24]([NH2:26])=[O:25])[CH2:20]2)=[N:13][CH:14]=3)[CH:5]=[CH:6][C:7]=1[C:34]1[CH:33]=[N:32][N:31]([CH2:30][CH2:29][O:28][CH3:27])[CH:35]=1, predict the reactants needed to synthesize it. The reactants are: [F:1][C:2]1[CH:3]=[C:4]([N:9]2[CH:17]=[N:16][C:15]3[C:10]2=[N:11][C:12]([NH:18][C@@H:19]2[CH2:23][CH2:22][C@@H:21]([C:24]([NH2:26])=[O:25])[CH2:20]2)=[N:13][CH:14]=3)[CH:5]=[CH:6][C:7]=1I.[CH3:27][O:28][CH2:29][CH2:30][N:31]1[CH:35]=[C:34](B2OC(C)(C)C(C)(C)O2)[CH:33]=[N:32]1.O.C(=O)([O-])[O-].[K+].[K+]. (2) Given the product [Cl:1][C:2]1[CH:3]=[C:4]([C:5]2[N:33]=[N:32][NH:31][C:23]=2[C:24]#[N:25])[CH:7]=[C:8]([CH2:10][CH:11]2[CH2:13][CH2:12]2)[CH:9]=1, predict the reactants needed to synthesize it. The reactants are: [Cl:1][C:2]1[CH:3]=[C:4]([CH:7]=[C:8]([CH2:10][CH:11]2[CH2:13][CH2:12]2)[CH:9]=1)[CH:5]=O.C1(S([CH2:23][C:24]#[N:25])(=O)=O)C=CC=CC=1.C(O[K])(C)=O.[N-:31]=[N+:32]=[N-:33].[Na+]. (3) Given the product [Br:14][C:15]1[CH:16]=[CH:17][C:18](=[O:25])[N:19]([CH2:21][C:22]([NH:13][C:7]2[C:6]3[C:11](=[CH:12][C:3]([O:2][CH3:1])=[CH:4][CH:5]=3)[N:10]=[CH:9][CH:8]=2)=[O:23])[CH:20]=1, predict the reactants needed to synthesize it. The reactants are: [CH3:1][O:2][C:3]1[CH:12]=[C:11]2[C:6]([C:7]([NH2:13])=[CH:8][CH:9]=[N:10]2)=[CH:5][CH:4]=1.[Br:14][C:15]1[CH:16]=[CH:17][C:18](=[O:25])[N:19]([CH2:21][C:22](O)=[O:23])[CH:20]=1.C(N(CC)CC)C.CN(C(ON1N=NC2C=CC=NC1=2)=[N+](C)C)C.F[P-](F)(F)(F)(F)F.C([O-])(O)=O.[Na+]. (4) Given the product [N+:14]([C:9]1[CH:8]=[C:7]2[C:12]([CH:13]=[C:5]([C:3]([OH:4])=[O:2])[NH:6]2)=[CH:11][CH:10]=1)([O-:16])=[O:15], predict the reactants needed to synthesize it. The reactants are: C[O:2][C:3]([C:5]1[NH:6][C:7]2[C:12]([CH:13]=1)=[CH:11][CH:10]=[C:9]([N+:14]([O-:16])=[O:15])[CH:8]=2)=[O:4].[OH-].[Na+]. (5) Given the product [O:15]1[CH2:23][CH2:24][CH2:25][O:26][CH:14]1[C:13]1[CH:12]=[C:11]([N:10]2[C:6]([C:2]3[O:1][CH:5]=[CH:4][CH:3]=3)=[CH:7][C:8]([C:19]([F:20])([F:22])[F:21])=[N:9]2)[CH:18]=[CH:17][CH:16]=1, predict the reactants needed to synthesize it. The reactants are: [O:1]1[CH:5]=[CH:4][CH:3]=[C:2]1[C:6]1[N:10]([C:11]2[CH:12]=[C:13]([CH:16]=[CH:17][CH:18]=2)[CH:14]=[O:15])[N:9]=[C:8]([C:19]([F:22])([F:21])[F:20])[CH:7]=1.[CH2:23](O)[CH2:24][CH2:25][OH:26].O.C1(C)C=CC(S(O)(=O)=O)=CC=1. (6) The reactants are: CS(O[CH:6]1[CH2:10][CH2:9][O:8][CH2:7]1)(=O)=O.[CH3:11][C:12]1([CH3:24])[C:16]([CH3:18])([CH3:17])[O:15][B:14]([C:19]2[CH:20]=[N:21][NH:22][CH:23]=2)[O:13]1.[H-].[Na+]. Given the product [O:8]1[CH2:9][CH2:10][CH:6]([N:22]2[CH:23]=[C:19]([B:14]3[O:13][C:12]([CH3:24])([CH3:11])[C:16]([CH3:18])([CH3:17])[O:15]3)[CH:20]=[N:21]2)[CH2:7]1, predict the reactants needed to synthesize it. (7) Given the product [CH:1]([C:4]1[N:8]2[C:9]([C:22]([F:25])([F:24])[F:23])=[CH:10][CH:11]=[C:12]([C:13](=[S:35])[NH:15][C:16]3[N:20]([CH3:21])[N:19]=[N:18][N:17]=3)[C:7]2=[N:6][N:5]=1)([CH3:3])[CH3:2], predict the reactants needed to synthesize it. The reactants are: [CH:1]([C:4]1[N:8]2[C:9]([C:22]([F:25])([F:24])[F:23])=[CH:10][CH:11]=[C:12]([C:13]([NH:15][C:16]3[N:20]([CH3:21])[N:19]=[N:18][N:17]=3)=O)[C:7]2=[N:6][N:5]=1)([CH3:3])[CH3:2].COC1C=CC(P2(SP(C3C=CC(OC)=CC=3)(=S)S2)=[S:35])=CC=1.Cl. (8) Given the product [CH:14]1([CH:17]([NH:19][C:2]2[CH:9]=[CH:8][C:5]([C:6]#[N:7])=[C:4]([C:10]([F:13])([F:12])[F:11])[CH:3]=2)[CH3:18])[CH2:16][CH2:15]1, predict the reactants needed to synthesize it. The reactants are: F[C:2]1[CH:9]=[CH:8][C:5]([C:6]#[N:7])=[C:4]([C:10]([F:13])([F:12])[F:11])[CH:3]=1.[CH:14]1([CH:17]([NH2:19])[CH3:18])[CH2:16][CH2:15]1. (9) Given the product [Cl:1][C:2]1[CH:6]=[N:5][N:4]([CH3:7])[C:3]=1[C:8]1[CH:9]=[C:10]([NH:16][C:28]([NH:27][C:17]2[C:26]3[C:21](=[CH:22][CH:23]=[CH:24][CH:25]=3)[CH:20]=[CH:19][CH:18]=2)=[O:29])[CH:11]=[CH:12][C:13]=1[O:14][CH3:15], predict the reactants needed to synthesize it. The reactants are: [Cl:1][C:2]1[CH:6]=[N:5][N:4]([CH3:7])[C:3]=1[C:8]1[CH:9]=[C:10]([NH2:16])[CH:11]=[CH:12][C:13]=1[O:14][CH3:15].[C:17]1([N:27]=[C:28]=[O:29])[C:26]2[C:21](=[CH:22][CH:23]=[CH:24][CH:25]=2)[CH:20]=[CH:19][CH:18]=1.